From a dataset of Full USPTO retrosynthesis dataset with 1.9M reactions from patents (1976-2016). Predict the reactants needed to synthesize the given product. (1) Given the product [Br:1][C:2]1[CH:3]=[C:4]2[C:9]([NH:15][CH:16]3[CH2:21][CH2:20][N:19]([C:22]([O:24][C:25]([CH3:28])([CH3:27])[CH3:26])=[O:23])[CH2:18][C:17]3([CH3:30])[CH3:29])=[C:8]([C:11](=[O:12])[NH2:13])[CH:7]=[N:6][N:5]2[CH:14]=1, predict the reactants needed to synthesize it. The reactants are: [Br:1][C:2]1[CH:3]=[C:4]2[C:9](Cl)=[C:8]([C:11]([NH2:13])=[O:12])[CH:7]=[N:6][N:5]2[CH:14]=1.[NH2:15][CH:16]1[CH2:21][CH2:20][N:19]([C:22]([O:24][C:25]([CH3:28])([CH3:27])[CH3:26])=[O:23])[CH2:18][C:17]1([CH3:30])[CH3:29].C(N(CC)C(C)C)(C)C.CN(C)C=O. (2) Given the product [NH2:8][C:9]1[CH:14]=[C:13]([CH3:15])[CH:12]=[C:11]([O:16][CH2:17][CH2:18][C:19]2[CH:20]=[CH:21][C:22]([C:25]#[N:26])=[CH:23][CH:24]=2)[CH:10]=1, predict the reactants needed to synthesize it. The reactants are: C(OC([NH:8][C:9]1[CH:14]=[C:13]([CH3:15])[CH:12]=[C:11]([O:16][CH2:17][CH2:18][C:19]2[CH:24]=[CH:23][C:22]([C:25]#[N:26])=[CH:21][CH:20]=2)[CH:10]=1)=O)(C)(C)C. (3) Given the product [CH2:3]([O:10][C:11]1[CH:12]=[C:13]([CH2:25][C@H:26]([NH:37][C:38](=[O:51])[C@@H:39]([NH:41][C:42](=[O:50])[CH2:43][N:44]2[CH2:45][CH2:46][O:47][CH2:48][CH2:49]2)[CH3:40])[C:27]([OH:29])=[O:28])[CH:14]=[CH:15][C:16]=1[O:17][CH2:18][C:19]1[CH:20]=[CH:21][CH:22]=[CH:23][CH:24]=1)[C:4]1[CH:5]=[CH:6][CH:7]=[CH:8][CH:9]=1, predict the reactants needed to synthesize it. The reactants are: [Li+].[OH-].[CH2:3]([O:10][C:11]1[CH:12]=[C:13]([CH2:25][C@H:26]([NH:37][C:38](=[O:51])[C@@H:39]([NH:41][C:42](=[O:50])[CH2:43][N:44]2[CH2:49][CH2:48][O:47][CH2:46][CH2:45]2)[CH3:40])[C:27]([O:29]CC2C=CC=CC=2)=[O:28])[CH:14]=[CH:15][C:16]=1[O:17][CH2:18][C:19]1[CH:24]=[CH:23][CH:22]=[CH:21][CH:20]=1)[C:4]1[CH:9]=[CH:8][CH:7]=[CH:6][CH:5]=1.Cl. (4) Given the product [F:8][C:9]1[CH:14]=[CH:13][CH:12]=[CH:11][C:10]=1[NH:15][C:3](=[O:5])[CH:2]=[N:24][OH:25], predict the reactants needed to synthesize it. The reactants are: Cl[C:2](Cl)(Cl)[CH:3]([OH:5])O.[F:8][C:9]1[CH:14]=[CH:13][CH:12]=[CH:11][C:10]=1[NH2:15].[O-]S([O-])(=O)=O.[Na+].[Na+].Cl.[NH2:24][OH:25].Cl.